Dataset: Full USPTO retrosynthesis dataset with 1.9M reactions from patents (1976-2016). Task: Predict the reactants needed to synthesize the given product. (1) Given the product [NH2:25][C:17]1[C:16]2[N:26]=[C:13]3[CH2:12][N:11]([S:28]([CH3:31])(=[O:30])=[O:29])[CH2:10][CH:9]([OH:8])[CH2:27][N:14]3[C:15]=2[C:24]2[C:19](=[CH:20][CH:21]=[CH:22][CH:23]=2)[N:18]=1, predict the reactants needed to synthesize it. The reactants are: [Si]([O:8][CH:9]1[CH2:27][N:14]2[C:15]3[C:24]4[C:19](=[CH:20][CH:21]=[CH:22][CH:23]=4)[N:18]=[C:17]([NH2:25])[C:16]=3[N:26]=[C:13]2[CH2:12][N:11]([S:28]([CH3:31])(=[O:30])=[O:29])[CH2:10]1)(C(C)(C)C)(C)C.[F-].C([N+](CCCC)(CCCC)CCCC)CCC. (2) Given the product [C:1]([C:5]1[CH:10]=[C:9]([C:11]2[CH:16]=[CH:15][CH:14]=[C:13]([C:17]([F:20])([F:19])[F:18])[CH:12]=2)[C:8]([OH:21])=[C:7]([CH2:22][NH:28][C:24]([CH3:27])([CH3:26])[CH3:25])[CH:6]=1)([CH3:2])([CH3:3])[CH3:4], predict the reactants needed to synthesize it. The reactants are: [C:1]([C:5]1[CH:6]=[C:7]([CH:22]=O)[C:8]([OH:21])=[C:9]([C:11]2[CH:16]=[CH:15][CH:14]=[C:13]([C:17]([F:20])([F:19])[F:18])[CH:12]=2)[CH:10]=1)([CH3:4])([CH3:3])[CH3:2].[C:24]([NH2:28])([CH3:27])([CH3:26])[CH3:25]. (3) Given the product [C:1]([O:5][CH:6]([C:11]1[C:12]([C:21]2[CH:22]=[C:23]3[C:28](=[CH:29][CH:30]=2)[O:27][CH2:26][CH2:25][CH2:24]3)=[C:13]2[CH:20]=[CH:19][N:18]([CH2:36][C:35]3[CH:38]=[CH:39][CH:40]=[C:33]([O:32][CH3:31])[CH:34]=3)[C:14]2=[N:15][C:16]=1[CH3:17])[C:7]([OH:9])=[O:8])([CH3:4])([CH3:2])[CH3:3], predict the reactants needed to synthesize it. The reactants are: [C:1]([O:5][CH:6]([C:11]1[C:12]([C:21]2[CH:22]=[C:23]3[C:28](=[CH:29][CH:30]=2)[O:27][CH2:26][CH2:25][CH2:24]3)=[C:13]2[CH:20]=[CH:19][NH:18][C:14]2=[N:15][C:16]=1[CH3:17])[C:7]([O:9]C)=[O:8])([CH3:4])([CH3:3])[CH3:2].[CH3:31][O:32][C:33]1[CH:34]=[C:35]([CH:38]=[CH:39][CH:40]=1)[CH2:36]Br. (4) The reactants are: [C:1]1([CH3:10])[CH:6]=[CH:5][C:4]([C:7](=[O:9])[CH3:8])=[CH:3][CH:2]=1.[Br:11]N1C(=O)CCC1=O. Given the product [Br:11][CH2:10][C:1]1[CH:6]=[CH:5][C:4]([C:7](=[O:9])[CH3:8])=[CH:3][CH:2]=1, predict the reactants needed to synthesize it. (5) Given the product [C:1]([O:5][C:6]([N:8]1[C@@H:12]([CH2:13][CH2:14][CH:15]([C:18]2[CH:19]=[CH:20][C:21]([Cl:24])=[CH:22][CH:23]=2)[O:16][CH3:17])[CH2:11][O:10][C:9]1([CH3:26])[CH3:25])=[O:7])([CH3:4])([CH3:2])[CH3:3], predict the reactants needed to synthesize it. The reactants are: [C:1]([O:5][C:6]([N:8]1[C@@H:12]([C:13]#[C:14][CH:15]([C:18]2[CH:23]=[CH:22][C:21]([Cl:24])=[CH:20][CH:19]=2)[O:16][CH3:17])[CH2:11][O:10][C:9]1([CH3:26])[CH3:25])=[O:7])([CH3:4])([CH3:3])[CH3:2]. (6) Given the product [CH2:1]([C:5]1[N:10]=[C:9]([NH:14][C:15]2[CH:16]=[CH:17][C:18]([CH3:23])=[C:19]([CH:22]=2)[C:20]#[N:21])[NH:8][C:7](=[O:13])[CH:6]=1)[CH2:2][CH2:3][CH3:4], predict the reactants needed to synthesize it. The reactants are: [CH2:1]([C:5]1[N:10]=[C:9](SC)[NH:8][C:7](=[O:13])[CH:6]=1)[CH2:2][CH2:3][CH3:4].[NH2:14][C:15]1[CH:16]=[CH:17][C:18]([CH3:23])=[C:19]([CH:22]=1)[C:20]#[N:21]. (7) Given the product [Br:19][C:9]1[CH:10]=[C:5]([C:1]([CH3:4])([CH3:2])[CH3:3])[CH:6]=[CH:7][C:8]=1[NH2:11], predict the reactants needed to synthesize it. The reactants are: [C:1]([C:5]1[CH:10]=[CH:9][C:8]([NH2:11])=[CH:7][CH:6]=1)([CH3:4])([CH3:3])[CH3:2].C1C(=O)N([Br:19])C(=O)C1. (8) Given the product [Br:25][C:26]1[CH:27]=[C:28]([NH:33][C:34]2[C:35]3[CH:43]=[C:42]([NH:44][C:22](=[O:24])[CH2:21][P:16](=[O:17])([O:15][CH2:13][CH3:14])[O:18][CH2:19][CH3:20])[N:41]=[CH:40][C:36]=3[N:37]=[CH:38][N:39]=2)[CH:29]=[CH:30][C:31]=1[F:32], predict the reactants needed to synthesize it. The reactants are: C1N=CN(C(N2C=NC=C2)=O)C=1.[CH2:13]([O:15][P:16]([CH2:21][C:22]([OH:24])=O)([O:18][CH2:19][CH3:20])=[O:17])[CH3:14].[Br:25][C:26]1[CH:27]=[C:28]([NH:33][C:34]2[C:35]3[CH:43]=[C:42]([NH2:44])[N:41]=[CH:40][C:36]=3[N:37]=[CH:38][N:39]=2)[CH:29]=[CH:30][C:31]=1[F:32].CC(N(C)C)=O. (9) The reactants are: C(=O)([O-])[O-].[Na+:5].[Na+].Br.Br[C:9]1[N:10]=[C:11]([OH:17])[C:12](=[O:16])[N:13]([CH3:15])[CH:14]=1.[CH3:18][C:19]1[C:24](B2OC(C)(C)C(C)(C)O2)=[CH:23][CH:22]=[CH:21][C:20]=1[NH:34][C:35]([C:37]1[S:41][C:40]2[CH2:42][CH2:43][CH2:44][CH2:45][C:39]=2[CH:38]=1)=[O:36]. Given the product [CH3:15][N:13]1[CH:14]=[C:9]([C:24]2[CH:23]=[CH:22][CH:21]=[C:20]([NH:34][C:35]([C:37]3[S:41][C:40]4[CH2:42][CH2:43][CH2:44][CH2:45][C:39]=4[CH:38]=3)=[O:36])[C:19]=2[CH3:18])[N:10]=[C:11]([O-:17])[C:12]1=[O:16].[Na+:5], predict the reactants needed to synthesize it. (10) Given the product [F:40][C:39]([F:42])([F:41])[C:37]([OH:43])=[O:38].[CH2:1]([O:2][C:3]([C:5]1[CH:6]=[C:7]2[C:11](=[CH:12][CH:13]=1)[CH2:10][NH:9][CH2:8]2)=[O:4])[CH3:25], predict the reactants needed to synthesize it. The reactants are: [CH3:1][O:2][C:3]([C:5]1[CH:6]=[C:7]2[C:11](=[CH:12][CH:13]=1)[CH2:10][N:9](CC1C=CC(OC)=CC=1OC)[CH2:8]2)=[O:4].[C:25]1(OC)C=CC=CC=1.O.C(Cl)Cl.[C:37]([OH:43])([C:39]([F:42])([F:41])[F:40])=[O:38].